The task is: Predict the reactants needed to synthesize the given product.. This data is from Full USPTO retrosynthesis dataset with 1.9M reactions from patents (1976-2016). (1) Given the product [NH2:1][C:2]1[C:3]2[N:11]=[C:10]([C:12]3[CH:13]=[C:14]([CH:18]=[C:19]([F:21])[CH:20]=3)[C:15]([NH:30][CH2:29][CH:26]3[CH2:27][CH2:28][N:23]([CH3:22])[CH2:24][CH2:25]3)=[O:17])[CH:9]=[CH:8][C:4]=2[N:5]=[CH:6][N:7]=1, predict the reactants needed to synthesize it. The reactants are: [NH2:1][C:2]1[C:3]2[N:11]=[C:10]([C:12]3[CH:13]=[C:14]([CH:18]=[C:19]([F:21])[CH:20]=3)[C:15]([OH:17])=O)[CH:9]=[CH:8][C:4]=2[N:5]=[CH:6][N:7]=1.[CH3:22][N:23]1[CH2:28][CH2:27][CH:26]([CH2:29][NH2:30])[CH2:25][CH2:24]1.CN(C(ON1N=NC2C=CC=NC1=2)=[N+](C)C)C.F[P-](F)(F)(F)(F)F.CCN(C(C)C)C(C)C. (2) Given the product [F:13][C:10]([F:11])([F:12])[S:7]([O:6][CH2:20][CH2:19][CH2:18][C:17]([F:26])([F:16])[C:22]([F:25])([F:24])[F:23])(=[O:8])=[O:9], predict the reactants needed to synthesize it. The reactants are: FC(F)(F)S([O:6][S:7]([C:10]([F:13])([F:12])[F:11])(=[O:9])=[O:8])(=O)=O.[F:16][C:17]([F:26])([C:22]([F:25])([F:24])[F:23])[CH2:18][CH2:19][CH2:20]O. (3) Given the product [NH2:21][CH:5]([C:4]1[CH:7]=[CH:8][CH:9]=[C:2]([F:1])[CH:3]=1)[CH2:11][C:10]([OH:16])=[O:15], predict the reactants needed to synthesize it. The reactants are: [F:1][C:2]1[CH:3]=[C:4]([CH:7]=[CH:8][CH:9]=1)[CH:5]=O.[C:10]([OH:16])(=[O:15])[CH2:11]C(O)=O.C([O-])(=O)C.[NH4+:21]. (4) Given the product [Br:6][C:7]1[CH:15]=[C:14]([F:16])[C:13]([F:17])=[CH:12][C:8]=1[CH2:9][OH:10], predict the reactants needed to synthesize it. The reactants are: C1COCC1.[Br:6][C:7]1[CH:15]=[C:14]([F:16])[C:13]([F:17])=[CH:12][C:8]=1[C:9](O)=[O:10]. (5) Given the product [NH:4]1[C:5]2=[N:6][CH:7]=[CH:8][CH:9]=[C:10]2[CH2:2][C:3]1=[O:11], predict the reactants needed to synthesize it. The reactants are: Br[C:2]1(Br)[C:10]2[C:5](=[N:6][CH:7]=[CH:8][CH:9]=2)[NH:4][C:3]1=[O:11]. (6) Given the product [Cl:51][C:48]1[CH:49]=[CH:50][C:45]([NH:44][C:42](=[O:43])[C@@H:41]([O:52][C:53]2[N:58]=[CH:57][N:56]=[C:55]3[N:59]([C:62]4[CH:67]=[CH:66][CH:65]=[C:64]([Cl:68])[C:63]=4[Cl:69])[N:60]=[CH:61][C:54]=23)[CH2:40][O:39][CH2:38][CH2:37][OH:36])=[N:46][CH:47]=1, predict the reactants needed to synthesize it. The reactants are: [F-].C([N+](CCCC)(CCCC)CCCC)CCC.[Si]([O:36][CH2:37][CH2:38][O:39][CH2:40][C@H:41]([O:52][C:53]1[N:58]=[CH:57][N:56]=[C:55]2[N:59]([C:62]3[CH:67]=[CH:66][CH:65]=[C:64]([Cl:68])[C:63]=3[Cl:69])[N:60]=[CH:61][C:54]=12)[C:42]([NH:44][C:45]1[CH:50]=[CH:49][C:48]([Cl:51])=[CH:47][N:46]=1)=[O:43])(C(C)(C)C)(C1C=CC=CC=1)C1C=CC=CC=1.[Cl-].[NH4+]. (7) The reactants are: [Br:1][C:2]1[CH:13]=[CH:12][C:11]([F:14])=[CH:10][C:3]=1[C:4](N(OC)C)=[O:5].[CH2:15]1COCC1. Given the product [Br:1][C:2]1[CH:13]=[CH:12][C:11]([F:14])=[CH:10][C:3]=1[C:4](=[O:5])[CH3:15], predict the reactants needed to synthesize it. (8) The reactants are: C(OC([N:8]1[CH2:13][CH2:12][N:11]([C:14]2[C:15]([CH3:21])=[N:16][C:17]([CH3:20])=[CH:18][CH:19]=2)[CH2:10][CH2:9]1)=O)(C)(C)C.Cl.C(OCC)(=O)C.C(=O)([O-])[O-].[K+].[K+]. Given the product [CH3:21][C:15]1[C:14]([N:11]2[CH2:12][CH2:13][NH:8][CH2:9][CH2:10]2)=[CH:19][CH:18]=[C:17]([CH3:20])[N:16]=1, predict the reactants needed to synthesize it. (9) The reactants are: Cl[C:2]1[C:11]2[C:6](=[CH:7][C:8]([O:14][CH2:15][CH2:16][CH2:17][N:18]3[CH2:22][CH2:21][CH2:20][CH2:19]3)=[C:9]([O:12][CH3:13])[CH:10]=2)[N:5]=[CH:4][N:3]=1.[OH:23][C:24]1[CH:33]=[C:32]2[C:27]([C:28]([CH3:34])=[CH:29][CH:30]=[N:31]2)=[CH:26][CH:25]=1. Given the product [CH3:13][O:12][C:9]1[CH:10]=[C:11]2[C:6](=[CH:7][C:8]=1[O:14][CH2:15][CH2:16][CH2:17][N:18]1[CH2:22][CH2:21][CH2:20][CH2:19]1)[N:5]=[CH:4][N:3]=[C:2]2[O:23][C:24]1[CH:33]=[C:32]2[C:27]([C:28]([CH3:34])=[CH:29][CH:30]=[N:31]2)=[CH:26][CH:25]=1, predict the reactants needed to synthesize it.